Dataset: Forward reaction prediction with 1.9M reactions from USPTO patents (1976-2016). Task: Predict the product of the given reaction. The product is: [CH3:1][C:2]1[C:10]2[O:9][CH:8]=[CH:7][C:6]=2[CH:5]=[CH:4][C:3]=1[C:13]([O:15][CH3:16])=[O:14]. Given the reactants [CH3:1][C:2]1[C:10]2[O:9][CH:8](OC)[CH2:7][C:6]=2[CH:5]=[CH:4][C:3]=1[C:13]([O:15][CH3:16])=[O:14], predict the reaction product.